Dataset: NCI-60 drug combinations with 297,098 pairs across 59 cell lines. Task: Regression. Given two drug SMILES strings and cell line genomic features, predict the synergy score measuring deviation from expected non-interaction effect. (1) Drug 1: CN(CC1=CN=C2C(=N1)C(=NC(=N2)N)N)C3=CC=C(C=C3)C(=O)NC(CCC(=O)O)C(=O)O. Drug 2: CC1C(C(CC(O1)OC2CC(CC3=C2C(=C4C(=C3O)C(=O)C5=CC=CC=C5C4=O)O)(C(=O)C)O)N)O. Cell line: SF-295. Synergy scores: CSS=33.4, Synergy_ZIP=-16.7, Synergy_Bliss=-26.1, Synergy_Loewe=-25.1, Synergy_HSA=-19.1. (2) Drug 1: CN(C)N=NC1=C(NC=N1)C(=O)N. Drug 2: N.N.Cl[Pt+2]Cl. Cell line: NCI-H460. Synergy scores: CSS=5.85, Synergy_ZIP=-4.78, Synergy_Bliss=-5.58, Synergy_Loewe=-8.91, Synergy_HSA=-7.38. (3) Drug 1: CC(C1=C(C=CC(=C1Cl)F)Cl)OC2=C(N=CC(=C2)C3=CN(N=C3)C4CCNCC4)N. Drug 2: C1=CC(=CC=C1CC(C(=O)O)N)N(CCCl)CCCl.Cl. Cell line: CCRF-CEM. Synergy scores: CSS=30.5, Synergy_ZIP=-0.700, Synergy_Bliss=-4.77, Synergy_Loewe=-10.3, Synergy_HSA=-5.61. (4) Cell line: SF-268. Drug 2: COCCOC1=C(C=C2C(=C1)C(=NC=N2)NC3=CC=CC(=C3)C#C)OCCOC.Cl. Drug 1: C(CN)CNCCSP(=O)(O)O. Synergy scores: CSS=-0.999, Synergy_ZIP=1.35, Synergy_Bliss=2.31, Synergy_Loewe=0.472, Synergy_HSA=0.105. (5) Drug 1: C1CCC(CC1)NC(=O)N(CCCl)N=O. Drug 2: CN1C(=O)N2C=NC(=C2N=N1)C(=O)N. Cell line: CCRF-CEM. Synergy scores: CSS=27.1, Synergy_ZIP=8.06, Synergy_Bliss=10.2, Synergy_Loewe=-14.8, Synergy_HSA=5.55. (6) Drug 1: CC1=C2C(C(=O)C3(C(CC4C(C3C(C(C2(C)C)(CC1OC(=O)C(C(C5=CC=CC=C5)NC(=O)OC(C)(C)C)O)O)OC(=O)C6=CC=CC=C6)(CO4)OC(=O)C)OC)C)OC. Drug 2: C1=NC(=NC(=O)N1C2C(C(C(O2)CO)O)O)N. Cell line: SK-MEL-28. Synergy scores: CSS=20.7, Synergy_ZIP=4.78, Synergy_Bliss=4.59, Synergy_Loewe=-13.6, Synergy_HSA=1.31. (7) Drug 1: C(=O)(N)NO. Drug 2: CC1=C(C(=O)C2=C(C1=O)N3CC4C(C3(C2COC(=O)N)OC)N4)N. Cell line: MDA-MB-435. Synergy scores: CSS=4.40, Synergy_ZIP=-1.28, Synergy_Bliss=2.62, Synergy_Loewe=-18.6, Synergy_HSA=-0.0133. (8) Drug 1: C1CN1P(=S)(N2CC2)N3CC3. Drug 2: CN(C(=O)NC(C=O)C(C(C(CO)O)O)O)N=O. Cell line: HL-60(TB). Synergy scores: CSS=71.3, Synergy_ZIP=0.433, Synergy_Bliss=1.62, Synergy_Loewe=-26.8, Synergy_HSA=3.26. (9) Drug 1: COC1=C(C=C2C(=C1)N=CN=C2NC3=CC(=C(C=C3)F)Cl)OCCCN4CCOCC4. Drug 2: C1CNP(=O)(OC1)N(CCCl)CCCl. Cell line: DU-145. Synergy scores: CSS=24.0, Synergy_ZIP=-9.36, Synergy_Bliss=-3.32, Synergy_Loewe=-27.0, Synergy_HSA=-3.76.